From a dataset of Choline transporter screen with 302,306 compounds. Binary Classification. Given a drug SMILES string, predict its activity (active/inactive) in a high-throughput screening assay against a specified biological target. (1) The compound is Clc1c(S(=O)(=O)N2CCCC2)cc(cc1)C(=O)Nc1ccncc1. The result is 0 (inactive). (2) The molecule is S(c1n(\c([nH]n1)=C1\c2c(N=C1)cccc2)CC)CC(=O)NCc1ccccc1. The result is 0 (inactive). (3) The compound is Brc1ccc(OCC(=O)Nc2ccc(N3CCN(CC3)C(=O)CCC)cc2)cc1. The result is 0 (inactive). (4) The result is 0 (inactive). The drug is O(Cc1ccccc1)c1ccc(cc1)/C=N\c1ccc(O)cc1.